Dataset: Full USPTO retrosynthesis dataset with 1.9M reactions from patents (1976-2016). Task: Predict the reactants needed to synthesize the given product. (1) Given the product [Cl:15][C:7]1[N:8]=[C:3]([S:2][CH3:1])[N:4]=[N:5][C:6]=1[C:10]#[N:12], predict the reactants needed to synthesize it. The reactants are: [CH3:1][S:2][C:3]1[NH:8][C:7](=O)[C:6]([C:10]([NH2:12])=O)=[N:5][N:4]=1.P(Cl)(Cl)([Cl:15])=O. (2) Given the product [Br:1][C:2]1[C:15]([I:16])=[CH:14][C:13]2[C:4](=[CH:5][C:6]3[C:11]([CH:12]=2)=[CH:10][C:9]([CH2:18][CH2:19][CH2:20][CH2:21][CH2:22][CH2:23][CH2:24][CH2:25][CH2:26][CH2:27][CH2:28][CH3:29])=[C:8]([CH2:30][CH2:31][CH2:32][CH2:33][CH2:34][CH2:35][CH2:36][CH2:37][CH2:38][CH2:39][CH2:40][CH3:41])[CH:7]=3)[CH:3]=1, predict the reactants needed to synthesize it. The reactants are: [Br:1][C:2]1[C:15]([I:16])=[CH:14][C:13]2[C:12](=O)[C:11]3[C:6](=[CH:7][C:8]([CH2:30][CH2:31][CH2:32][CH2:33][CH2:34][CH2:35][CH2:36][CH2:37][CH2:38][CH2:39][CH2:40][CH3:41])=[C:9]([CH2:18][CH2:19][CH2:20][CH2:21][CH2:22][CH2:23][CH2:24][CH2:25][CH2:26][CH2:27][CH2:28][CH3:29])[CH:10]=3)[C:5](=O)[C:4]=2[CH:3]=1.[H-].C([Al+]C(C)C)(C)C.Cl.[Cl-].[Na+]. (3) Given the product [C:1]([O-:11])(=[O:10])[C:2]1[C:3](=[CH:5][CH:6]=[C:7]([CH:9]=1)[OH:8])[OH:4].[O:12]=[C:13]([N:27]1[CH2:32][CH2:31][N:30]2[C:33]([C:36]([F:39])([F:38])[F:37])=[N:34][N:35]=[C:29]2[CH2:28]1)[CH2:14][C@H:15]([NH2:26])[CH2:16][C:17]1[CH:22]=[C:21]([F:23])[C:20]([F:24])=[CH:19][C:18]=1[F:25], predict the reactants needed to synthesize it. The reactants are: [C:1]([OH:11])(=[O:10])[C:2]1[C:3](=[CH:5][CH:6]=[C:7]([CH:9]=1)[OH:8])[OH:4].[O:12]=[C:13]([N:27]1[CH2:32][CH2:31][N:30]2[C:33]([C:36]([F:39])([F:38])[F:37])=[N:34][N:35]=[C:29]2[CH2:28]1)[CH2:14][C@H:15]([NH2:26])[CH2:16][C:17]1[CH:22]=[C:21]([F:23])[C:20]([F:24])=[CH:19][C:18]=1[F:25].